This data is from Full USPTO retrosynthesis dataset with 1.9M reactions from patents (1976-2016). The task is: Predict the reactants needed to synthesize the given product. (1) Given the product [Cl:14][C:15]1[CH:20]=[CH:19][CH:18]=[C:17]([Cl:21])[C:16]=1[N:22]1[C:31](=[O:32])[C:30]2[C:25](=[N:26][C:27]([S:33][CH3:34])=[N:28][CH:29]=2)[N:24]([CH3:2])[C:23]1=[O:35], predict the reactants needed to synthesize it. The reactants are: N12CCCN=C1CCCC[CH2:2]2.CI.[Cl:14][C:15]1[CH:20]=[CH:19][CH:18]=[C:17]([Cl:21])[C:16]=1[N:22]1[C:31](=[O:32])[C:30]2[C:25](=[N:26][C:27]([S:33][CH3:34])=[N:28][CH:29]=2)[NH:24][C:23]1=[O:35].Cl. (2) The reactants are: C([O-])([O-])=O.[Na+].[Na+].O.Br[C:9]1[CH:14]=[CH:13][CH:12]=[C:11]([F:15])[N:10]=1.[OH:16][CH2:17][C:18]1[CH:23]=[CH:22][C:21](B(O)O)=[CH:20][CH:19]=1. Given the product [F:15][C:11]1[N:10]=[C:9]([C:21]2[CH:22]=[CH:23][C:18]([CH2:17][OH:16])=[CH:19][CH:20]=2)[CH:14]=[CH:13][CH:12]=1, predict the reactants needed to synthesize it. (3) Given the product [CH3:3][N:4]([C:21]1[S:25][N:24]=[C:23]([C:26]2[CH:31]=[CH:30][CH:29]=[CH:28][CH:27]=2)[N:22]=1)[CH:5]1[CH2:10][CH2:9][N:8]([C:11]([NH:13][C:14]2[CH:19]=[N:18][CH:17]=[CH:16][N:15]=2)=[O:12])[CH2:7][CH2:6]1, predict the reactants needed to synthesize it. The reactants are: Cl.Cl.[CH3:3][NH:4][CH:5]1[CH2:10][CH2:9][N:8]([C:11]([NH:13][C:14]2[CH:19]=[N:18][CH:17]=[CH:16][N:15]=2)=[O:12])[CH2:7][CH2:6]1.Cl[C:21]1[S:25][N:24]=[C:23]([C:26]2[CH:31]=[CH:30][CH:29]=[CH:28][CH:27]=2)[N:22]=1. (4) Given the product [N:1]1[CH:6]=[CH:5][C:4]([C@@H:7]2[CH2:12][CH2:11][N:10]([C:13]([O:15][C:16]([CH3:17])([CH3:18])[CH3:19])=[O:14])[CH2:9][C@H:8]2[C:20]([O:22][CH2:23][CH3:24])=[O:21])=[CH:3][CH:2]=1, predict the reactants needed to synthesize it. The reactants are: [N:1]1[CH:6]=[CH:5][C:4]([C@H:7]2[CH2:12][CH2:11][N:10]([C:13]([O:15][C:16]([CH3:19])([CH3:18])[CH3:17])=[O:14])[CH2:9][C@H:8]2[C:20]([O:22][CH2:23][CH3:24])=[O:21])=[CH:3][CH:2]=1.[O-]CC.[Na+]. (5) The reactants are: [CH2:1]([N:3]1[C:7]([C:8](Cl)=[O:9])=[C:6]([CH3:11])[C:5]([C:12]2[CH:17]=[CH:16][C:15]([O:18][CH2:19][C:20]3[CH:25]=[CH:24][CH:23]=[CH:22][C:21]=3[N:26]3[C:30](=[O:31])[N:29]([CH3:32])[N:28]=[N:27]3)=[C:14]([CH3:33])[CH:13]=2)=[N:4]1)[CH3:2].C[N:35]1C(C(Cl)=O)=C(C)C(C2C=CC(OCC3C=CC=CC=3N3C(=O)N(C)N=N3)=C(C)C=2)=N1. Given the product [CH3:33][C:14]1[CH:13]=[C:12]([C:5]2[C:6]([CH3:11])=[C:7]([C:8]([NH2:35])=[O:9])[N:3]([CH2:1][CH3:2])[N:4]=2)[CH:17]=[CH:16][C:15]=1[O:18][CH2:19][C:20]1[CH:25]=[CH:24][CH:23]=[CH:22][C:21]=1[N:26]1[C:30](=[O:31])[N:29]([CH3:32])[N:28]=[N:27]1, predict the reactants needed to synthesize it. (6) Given the product [CH2:15]([C:14]1[S:9][C:7]([C:2]2[CH:3]=[CH:4][CH:5]=[CH:6][N:1]=2)=[N:8][C:13]=1[OH:12])[CH3:16], predict the reactants needed to synthesize it. The reactants are: [N:1]1[CH:6]=[CH:5][CH:4]=[CH:3][C:2]=1[C:7](=[S:9])[NH2:8].C([O:12][C:13](=O)[CH:14](Br)[CH2:15][CH3:16])C.N1C=CC=CC=1.C(OCC)(=O)C.CCCCCC. (7) Given the product [Cl:1][C:2]1[CH:7]=[CH:6][CH:5]=[CH:4][C:3]=1[CH2:8][CH2:9][N:10]1[C:14]([C:15]2[CH:20]=[CH:19][C:18]([F:21])=[CH:17][CH:16]=2)=[C:13]([C:22]2[CH:27]=[C:26]([C:28]([OH:33])=[O:30])[CH:25]=[CH:24][N:23]=2)[N:12]=[CH:11]1, predict the reactants needed to synthesize it. The reactants are: [Cl:1][C:2]1[CH:7]=[CH:6][CH:5]=[CH:4][C:3]=1[CH2:8][CH2:9][N:10]1[C:14]([C:15]2[CH:20]=[CH:19][C:18]([F:21])=[CH:17][CH:16]=2)=[C:13]([C:22]2[CH:27]=[C:26]([C:28]#N)[CH:25]=[CH:24][N:23]=2)[N:12]=[CH:11]1.[OH-:30].[Na+].C[OH:33]. (8) Given the product [CH:5]12[N:8]([C:9]3[CH:15]=[CH:14][C:12]([NH2:13])=[C:11]([C:16]([F:19])([F:17])[F:18])[CH:10]=3)[CH:2]([CH2:3][CH2:4]1)[CH2:7][CH2:6]2, predict the reactants needed to synthesize it. The reactants are: Cl.[CH:2]12[N:8]([C:9]3[CH:15]=[CH:14][C:12]([NH2:13])=[C:11]([C:16]([F:19])([F:18])[F:17])[CH:10]=3)[CH:5]([CH2:6][CH2:7]1)[CH2:4][CH2:3]2.[N+](C1C=CC(N2C3CCC2CC3)=CC=1C(F)(F)F)([O-])=O.CC1CCCO1.